Dataset: Full USPTO retrosynthesis dataset with 1.9M reactions from patents (1976-2016). Task: Predict the reactants needed to synthesize the given product. (1) Given the product [CH3:1][CH:2]([NH:15][C:24]([C:23]1[C:19]([CH:17]([F:18])[F:16])=[N:20][N:21]([CH3:27])[CH:22]=1)=[O:25])[CH2:3][CH2:4][CH2:5][C:6]1[C:7]([Cl:14])=[CH:8][C:9]([Cl:13])=[CH:10][C:11]=1[Cl:12], predict the reactants needed to synthesize it. The reactants are: [CH3:1][CH:2]([NH2:15])[CH2:3][CH2:4][CH2:5][C:6]1[C:11]([Cl:12])=[CH:10][C:9]([Cl:13])=[CH:8][C:7]=1[Cl:14].[F:16][CH:17]([C:19]1[C:23]([C:24](O)=[O:25])=[CH:22][N:21]([CH3:27])[N:20]=1)[F:18]. (2) The reactants are: C([O:4][C:5]1[CH:10]=[C:9]([C:11]#[N:12])[C:8](Br)=[C:7]([C:14]#[N:15])[C:6]=1[O:16]C(=O)C)(=O)C.[CH3:20][O:21][CH2:22][C:23]#[C:24]B1OC(C)(C)C(C)(C)O1. Given the product [OH:16][C:6]1[C:5]([OH:4])=[CH:10][C:9]([C:11]#[N:12])=[C:8]([C:24]#[C:23][CH2:22][O:21][CH3:20])[C:7]=1[C:14]#[N:15], predict the reactants needed to synthesize it. (3) Given the product [O:19]1[C:18]2[CH:22]=[CH:23][C:15]([CH:8]3[C:9]4[C:14](=[CH:13][CH:12]=[CH:11][CH:10]=4)[N:6]([CH2:5][CH2:4][CH2:1][CH2:2][CH3:3])[C:7]3=[O:26])=[CH:16][C:17]=2[O:21][CH2:20]1, predict the reactants needed to synthesize it. The reactants are: [CH:1]1([CH2:4][CH2:5][N:6]2[C:14]3[C:9](=[CH:10][CH:11]=[CH:12][CH:13]=3)[C:8](O)([C:15]3[C:23](O)=[CH:22][C:18]4[O:19][CH2:20][O:21][C:17]=4[CH:16]=3)[C:7]2=[O:26])[CH2:3][CH2:2]1.O1C2C=CC(C3(O)C4C(=CC=CC=4)N(CCCCC)C3=O)=CC=2OC1. (4) Given the product [O:3]=[C:4]1[NH:9][C:8]2[N:10]=[CH:11][C:12](/[CH:14]=[CH:15]/[C:16](=[O:28])[N:17]3[CH2:20][CH:19]([O:21][CH2:22][C:23]4[S:24][CH:25]=[CH:26][CH:27]=4)[CH2:18]3)=[CH:13][C:7]=2[CH2:6][N:5]1[CH2:29][C:30]([O-:32])=[O:31].[Na+:2], predict the reactants needed to synthesize it. The reactants are: [OH-].[Na+:2].[O:3]=[C:4]1[NH:9][C:8]2[N:10]=[CH:11][C:12](/[CH:14]=[CH:15]/[C:16](=[O:28])[N:17]3[CH2:20][CH:19]([O:21][CH2:22][C:23]4[S:24][CH:25]=[CH:26][CH:27]=4)[CH2:18]3)=[CH:13][C:7]=2[CH2:6][N:5]1[CH2:29][C:30]([O:32]CC)=[O:31].O. (5) Given the product [Cl:21][C:18]1[CH:19]=[CH:20][C:15]([CH2:14][N:11]([C:8]2[CH:9]=[CH:10][C:5]([F:4])=[CH:6][CH:7]=2)[NH2:12])=[CH:16][CH:17]=1, predict the reactants needed to synthesize it. The reactants are: [NH2-].[Na+].Cl.[F:4][C:5]1[CH:10]=[CH:9][C:8]([NH:11][NH2:12])=[CH:7][CH:6]=1.Br[CH2:14][C:15]1[CH:20]=[CH:19][C:18]([Cl:21])=[CH:17][CH:16]=1. (6) Given the product [O:21]1[CH2:22][CH:20]1[CH2:19][O:1][C:2]1[CH:3]=[C:4]([NH:8][C:9](=[O:15])[O:10][C:11]([CH3:12])([CH3:14])[CH3:13])[CH:5]=[CH:6][CH:7]=1, predict the reactants needed to synthesize it. The reactants are: [OH:1][C:2]1[CH:3]=[C:4]([NH:8][C:9](=[O:15])[O:10][C:11]([CH3:14])([CH3:13])[CH3:12])[CH:5]=[CH:6][CH:7]=1.[H-].[Na+].Br[CH2:19][CH:20]1[CH2:22][O:21]1. (7) Given the product [ClH:58].[ClH:58].[CH3:45][O:44][C:43]1[C:42]([CH3:46])=[C:41]([O:47][CH3:48])[S:40][C:39]=1[C:36]1[CH:35]=[CH:34][C:33]([C:32]([N:29]2[CH2:30][CH2:31][N:26]([CH2:25][CH2:24][CH2:23][N:20]3[CH2:21][CH2:22][N:17]([C:15](=[O:16])[C:14]4[CH:50]=[CH:51][C:11]([C:4]5[S:5][C:6]([O:9][CH3:10])=[C:7]([CH3:8])[C:3]=5[O:2][CH3:1])=[CH:12][CH:13]=4)[CH2:18][CH2:19]3)[CH2:27][CH2:28]2)=[O:49])=[CH:38][CH:37]=1, predict the reactants needed to synthesize it. The reactants are: [CH3:1][O:2][C:3]1[C:7]([CH3:8])=[C:6]([O:9][CH3:10])[S:5][C:4]=1[C:11]1[CH:51]=[CH:50][C:14]([C:15]([N:17]2[CH2:22][CH2:21][N:20]([CH2:23][CH2:24][CH2:25][N:26]3[CH2:31][CH2:30][N:29]([C:32](=[O:49])[C:33]4[CH:38]=[CH:37][C:36]([C:39]5[S:40][C:41]([O:47][CH3:48])=[C:42]([CH3:46])[C:43]=5[O:44][CH3:45])=[CH:35][CH:34]=4)[CH2:28][CH2:27]3)[CH2:19][CH2:18]2)=[O:16])=[CH:13][CH:12]=1.C(OCC)(=O)C.[ClH:58].